This data is from Forward reaction prediction with 1.9M reactions from USPTO patents (1976-2016). The task is: Predict the product of the given reaction. (1) The product is: [F:19][C:2]([F:1])([F:18])[C:3]1[CH:4]=[CH:5][C:6]([C:9]2[N:14]=[C:13]([CH2:15][OH:16])[CH:12]=[CH:11][N:10]=2)=[CH:7][CH:8]=1. Given the reactants [F:1][C:2]([F:19])([F:18])[C:3]1[CH:8]=[CH:7][C:6]([C:9]2[N:14]=[C:13]([C:15](O)=[O:16])[CH:12]=[CH:11][N:10]=2)=[CH:5][CH:4]=1.CCN(CC)CC.ClC(OCC(C)C)=O.[BH4-].[Na+], predict the reaction product. (2) Given the reactants [CH3:1][C:2]1([C:7]2[O:11][C:10]([CH2:12][N:13]3[CH:17]=[C:16]([NH2:18])[CH:15]=[N:14]3)=[CH:9][CH:8]=2)[O:6]CCO1.[Cl:19][C:20]1[C:25]([Cl:26])=[CH:24][CH:23]=[CH:22][C:21]=1/[CH:27]=[CH:28]/[C:29](O)=[O:30], predict the reaction product. The product is: [C:2]([C:7]1[O:11][C:10]([CH2:12][N:13]2[CH:17]=[C:16]([NH:18][C:29](=[O:30])/[CH:28]=[CH:27]/[C:21]3[CH:22]=[CH:23][CH:24]=[C:25]([Cl:26])[C:20]=3[Cl:19])[CH:15]=[N:14]2)=[CH:9][CH:8]=1)(=[O:6])[CH3:1]. (3) The product is: [NH2:13][C:2]1[N:10]=[C:9]([Cl:11])[CH:8]=[CH:7][C:3]=1[C:4]([OH:6])=[O:5]. Given the reactants Cl[C:2]1[N:10]=[C:9]([Cl:11])[CH:8]=[CH:7][C:3]=1[C:4]([OH:6])=[O:5].[OH-].[NH4+:13], predict the reaction product. (4) Given the reactants C(OC(=O)[NH:7][C@H:8]1[CH2:13][CH2:12][C@@H:11]([N:14]2[C:19](=[O:20])[C:18]3[CH:21]=[C:22]([F:25])[CH:23]=[N:24][C:17]=3[N:16]([C:26]3[CH:31]=[CH:30][CH:29]=[C:28]([C:32]([N:34]([CH2:36][C:37]4[CH:42]=[CH:41][CH:40]=[CH:39][CH:38]=4)[CH3:35])=[O:33])[CH:27]=3)[C:15]2=[O:43])[CH2:10][CH2:9]1)(C)(C)C.[ClH:45], predict the reaction product. The product is: [ClH:45].[NH2:7][C@@H:8]1[CH2:9][CH2:10][C@H:11]([N:14]2[C:19](=[O:20])[C:18]3[CH:21]=[C:22]([F:25])[CH:23]=[N:24][C:17]=3[N:16]([C:26]3[CH:27]=[C:28]([CH:29]=[CH:30][CH:31]=3)[C:32]([N:34]([CH2:36][C:37]3[CH:38]=[CH:39][CH:40]=[CH:41][CH:42]=3)[CH3:35])=[O:33])[C:15]2=[O:43])[CH2:12][CH2:13]1. (5) Given the reactants C(O[C:9]([N:11]1[CH2:16][CH2:15][N:14]([C:17]2[C:18]3[N:25]=[C:24]([C:26]4[CH:31]=[CH:30][C:29]([C:32]([CH3:35])([CH3:34])[CH3:33])=[CH:28][CH:27]=4)[NH:23][C:19]=3[CH:20]=[N:21][CH:22]=2)[CH2:13][CH2:12]1)=O)C1C=CC=CC=1.[CH2:36]([C:38]1[NH:42][C:41](C=O)=[C:40]([CH3:45])[N:39]=1)[CH3:37].C(O[BH-](OC(=O)C)OC(=O)C)(=O)C.[Na+], predict the reaction product. The product is: [C:32]([C:29]1[CH:30]=[CH:31][C:26]([C:24]2[NH:25][C:18]3[C:17]([N:14]4[CH2:15][CH2:16][N:11]([CH2:9][C:41]5[NH:42][C:38]([CH2:36][CH3:37])=[N:39][C:40]=5[CH3:45])[CH2:12][CH2:13]4)=[CH:22][N:21]=[CH:20][C:19]=3[N:23]=2)=[CH:27][CH:28]=1)([CH3:34])([CH3:33])[CH3:35].